From a dataset of Full USPTO retrosynthesis dataset with 1.9M reactions from patents (1976-2016). Predict the reactants needed to synthesize the given product. (1) Given the product [N:20]1([CH:17]2[CH2:16][CH2:15][N:14]([C:4]3[C:3]([O:2][CH3:1])=[CH:8][C:7]([NH2:9])=[C:6]([O:12][CH3:13])[CH:5]=3)[CH2:19][CH2:18]2)[CH2:25][CH2:24][CH2:23][CH2:22][CH2:21]1, predict the reactants needed to synthesize it. The reactants are: [CH3:1][O:2][C:3]1[CH:8]=[C:7]([N+:9]([O-])=O)[C:6]([O:12][CH3:13])=[CH:5][C:4]=1[N:14]1[CH2:19][CH2:18][CH:17]([N:20]2[CH2:25][CH2:24][CH2:23][CH2:22][CH2:21]2)[CH2:16][CH2:15]1.CCOC(C)=O. (2) Given the product [CH:23]1([C:13]2[C:14]([OH:15])=[CH:16][C:10]([C:2]([CH3:1])([CH3:9])[CH2:3][CH2:4][CH2:5][CH2:6][CH2:7][CH3:8])=[CH:11][C:12]=2[OH:17])[CH2:22][CH2:21][CH2:20][CH:19]=[CH:18]1, predict the reactants needed to synthesize it. The reactants are: [CH3:1][C:2]([C:10]1[CH:11]=[C:12]([OH:17])[CH:13]=[C:14]([CH:16]=1)[OH:15])([CH3:9])[CH2:3][CH2:4][CH2:5][CH2:6][CH2:7][CH3:8].[CH:18]1(O)[CH2:23][CH2:22][CH2:21][CH:20]=[CH:19]1.CS(O)(=O)=O.